This data is from Forward reaction prediction with 1.9M reactions from USPTO patents (1976-2016). The task is: Predict the product of the given reaction. (1) Given the reactants [Cl:1][C:2]1[CH:7]=[CH:6][CH:5]=[C:4]([Cl:8])[C:3]=1[N:9]1[CH:18]=[C:12]2[CH:13]=[N+:14]([O-])[CH:15]=[CH:16][C:11]2=[N:10]1.P(Cl)(Cl)([Cl:21])=O.C(=O)([O-])O.[Na+], predict the reaction product. The product is: [Cl:21][C:13]1[C:12]2=[CH:18][N:9]([C:3]3[C:2]([Cl:1])=[CH:7][CH:6]=[CH:5][C:4]=3[Cl:8])[N:10]=[C:11]2[CH:16]=[CH:15][N:14]=1. (2) Given the reactants Cl[C:2]1[N:10]([C:11]2[CH:16]=[CH:15][CH:14]=[CH:13][C:12]=2[Cl:17])[C:9]2[C:8](=[O:18])[N:7]([CH2:19][C:20]([C:22]3[CH:27]=[CH:26][CH:25]=[C:24]([O:28][CH3:29])[CH:23]=3)=[O:21])[CH:6]=[N:5][C:4]=2[C:3]=1[C:30]#[N:31].[NH:32]1[CH2:37][CH2:36][NH:35][CH2:34][CH2:33]1, predict the reaction product. The product is: [Cl:17][C:12]1[CH:13]=[CH:14][CH:15]=[CH:16][C:11]=1[N:10]1[C:9]2[C:8](=[O:18])[N:7]([CH2:19][C:20]([C:22]3[CH:27]=[CH:26][CH:25]=[C:24]([O:28][CH3:29])[CH:23]=3)=[O:21])[CH:6]=[N:5][C:4]=2[C:3]([C:30]#[N:31])=[C:2]1[N:32]1[CH2:37][CH2:36][NH:35][CH2:34][CH2:33]1. (3) Given the reactants [NH2:1][C:2]1[CH:6]=[CH:5][S:4][C:3]=1[C:7]([O:9]C)=O.Cl.[C:12]([C:14]([O:16][CH2:17][CH3:18])=[O:15])#[N:13], predict the reaction product. The product is: [O:9]=[C:7]1[NH:13][C:12]([C:14]([O:16][CH2:17][CH3:18])=[O:15])=[N:1][C:2]2[CH:6]=[CH:5][S:4][C:3]1=2. (4) The product is: [NH2:35][C:5]1[CH:4]=[C:3]([F:2])[C:21]([N:22]2[C:27](=[O:28])[CH:26]=[C:25]([C:29]([F:30])([F:32])[F:31])[N:24]([CH3:33])[C:23]2=[O:34])=[CH:20][C:6]=1[O:7][C:8]1[C:9]([O:14][CH2:15][C:16]([O:18][CH3:19])=[O:17])=[N:10][CH:11]=[CH:12][CH:13]=1. Given the reactants O.[F:2][C:3]1[C:21]([N:22]2[C:27](=[O:28])[CH:26]=[C:25]([C:29]([F:32])([F:31])[F:30])[N:24]([CH3:33])[C:23]2=[O:34])=[CH:20][C:6]([O:7][C:8]2[C:9]([O:14][CH2:15][C:16]([O:18][CH3:19])=[O:17])=[N:10][CH:11]=[CH:12][CH:13]=2)=[C:5]([N+:35]([O-])=O)[CH:4]=1, predict the reaction product. (5) Given the reactants C([O:8][C:9]1[N:14]=[C:13]([O:15][C@H:16]2[CH2:20][N:19]([C:21]([O:23][C:24]([CH3:27])([CH3:26])[CH3:25])=[O:22])[C@H:18]([C:28]([O:30][CH3:31])=[O:29])[CH2:17]2)[CH:12]=[CH:11][CH:10]=1)C1C=CC=CC=1, predict the reaction product. The product is: [OH:8][C:9]1[N:14]=[C:13]([O:15][C@H:16]2[CH2:20][N:19]([C:21]([O:23][C:24]([CH3:25])([CH3:26])[CH3:27])=[O:22])[C@H:18]([C:28]([O:30][CH3:31])=[O:29])[CH2:17]2)[CH:12]=[CH:11][CH:10]=1. (6) Given the reactants [Br:1][C:2]1[C:11]2[C:6](=[CH:7][CH:8]=[C:9]([C:12]([OH:14])=O)[CH:10]=2)[CH:5]=[N:4][CH:3]=1.C(N(CC)C(C)C)(C)C.F[P-](F)(F)(F)(F)F.N1(OC(N(C)C)=[N+](C)C)C2N=CC=CC=2N=N1.[C:48]1([CH2:54][NH2:55])[CH:53]=[CH:52][CH:51]=[CH:50][CH:49]=1, predict the reaction product. The product is: [CH2:54]([NH:55][C:12]([C:9]1[CH:10]=[C:11]2[C:6](=[CH:7][CH:8]=1)[CH:5]=[N:4][CH:3]=[C:2]2[Br:1])=[O:14])[C:48]1[CH:53]=[CH:52][CH:51]=[CH:50][CH:49]=1. (7) Given the reactants C[O:2][C:3](=[O:36])[C:4]([O:7][C:8]1[CH:13]=[C:12]([O:14][CH3:15])[C:11]([O:16][CH2:17][C:18]2[N:19]([CH3:34])[N:20]=[C:21]([C:23]3[CH:28]=[CH:27][C:26]([O:29][C:30]([F:33])([F:32])[F:31])=[CH:25][CH:24]=3)[CH:22]=2)=[CH:10][C:9]=1[CH3:35])([CH3:6])[CH3:5].[Li+].[OH-], predict the reaction product. The product is: [CH3:15][O:14][C:12]1[C:11]([O:16][CH2:17][C:18]2[N:19]([CH3:34])[N:20]=[C:21]([C:23]3[CH:24]=[CH:25][C:26]([O:29][C:30]([F:33])([F:32])[F:31])=[CH:27][CH:28]=3)[CH:22]=2)=[CH:10][C:9]([CH3:35])=[C:8]([CH:13]=1)[O:7][C:4]([CH3:6])([CH3:5])[C:3]([OH:36])=[O:2]. (8) Given the reactants [CH:1]1([C:4]2[C:13]([C:14]3[NH:22][C:17]4[CH:18]=[N:19][CH:20]=[CH:21][C:16]=4[N:15]=3)=[CH:12][C:7]([C:8]([O:10][CH3:11])=[O:9])=[C:6]([CH3:23])[CH:5]=2)[CH2:3][CH2:2]1.[I:24][CH3:25], predict the reaction product. The product is: [I-:24].[CH:1]1([C:4]2[CH:5]=[C:6]([CH3:23])[C:7]([C:8]([O:10][CH3:11])=[O:9])=[CH:12][C:13]=2[C:14]2[NH:22][C:17]3[CH:18]=[N+:19]([CH3:25])[CH:20]=[CH:21][C:16]=3[N:15]=2)[CH2:3][CH2:2]1.